The task is: Predict the reaction yield, written as a fraction of the theoretical maximum amount of product (1.0 means a 100% yield; for example, 0.34 means a 34% yield).. This data is from Reaction yield outcomes from USPTO patents with 853,638 reactions. (1) The reactants are [CH3:1][N:2]1[C:14]2[C:13]3[N:12]=[C:11]([NH:15][CH:16]4[CH2:21][CH2:20][NH:19][CH2:18][CH2:17]4)[N:10]=[CH:9][C:8]=3[CH2:7][CH2:6][C:5]=2[C:4]([C:22]([NH2:24])=[O:23])=[N:3]1.[Si](Cl)(C(C)(C)C)(C)C.C(N(CC)CC)C.CN(C)[CH:42]=[O:43]. The yield is 0.800. The catalyst is CN(C)C1C=CN=CC=1. The product is [CH:42]([N:19]1[CH2:18][CH2:17][CH:16]([NH:15][C:11]2[N:10]=[CH:9][C:8]3[CH2:7][CH2:6][C:5]4[C:4]([C:22]([NH2:24])=[O:23])=[N:3][N:2]([CH3:1])[C:14]=4[C:13]=3[N:12]=2)[CH2:21][CH2:20]1)=[O:43]. (2) The reactants are [NH2:1][C:2]1[CH:7]=[CH:6][C:5]([OH:8])=[CH:4][CH:3]=1.[Na].[C:10](O[C:10](=[O:14])[C:11]([CH3:13])=[CH2:12])(=[O:14])[C:11]([CH3:13])=[CH2:12]. The catalyst is CC(C)=O. The product is [OH:8][C:5]1[CH:6]=[CH:7][C:2]([NH:1][C:10](=[O:14])[C:11]([CH3:13])=[CH2:12])=[CH:3][CH:4]=1. The yield is 0.817. (3) The reactants are [Br:1][C:2]1[CH:7]=[C:6]([Br:8])[CH:5]=[C:4]([Br:9])[C:3]=1[OH:10].F[C:12]1[CH:17]=[CH:16][C:15]([N+:18]([O-:20])=[O:19])=[CH:14][CH:13]=1.C(=O)([O-])[O-].[Cs+].[Cs+]. The catalyst is CN(C)C=O. The product is [Br:8][C:6]1[CH:7]=[C:2]([Br:1])[C:3]([O:10][C:12]2[CH:17]=[CH:16][C:15]([N+:18]([O-:20])=[O:19])=[CH:14][CH:13]=2)=[C:4]([Br:9])[CH:5]=1. The yield is 1.00. (4) The yield is 0.730. The reactants are [O:1]1C=CC=[C:2]1[C@@H:6]([N:16]([CH3:24])[C:17](=[O:23])[O:18][C:19]([CH3:22])([CH3:21])[CH3:20])[C@H:7]([CH3:15])[CH2:8][O:9][C@H:10]1[CH2:14][CH2:13][O:12][CH2:11]1.CC[O:27]C(C)=O.CCCCCCC.O. The product is [C:19]([O:18][C:17]([N:16]([CH3:24])[C@@H:6]([C@H:7]([CH3:15])[CH2:8][O:9][C@H:10]1[CH2:14][CH2:13][O:12][CH2:11]1)[C:2]([OH:1])=[O:27])=[O:23])([CH3:22])([CH3:21])[CH3:20]. No catalyst specified. (5) The reactants are CC1(C)C(C)(C)OB([C:9]2[CH2:10][CH2:11][N:12]([C:15]([O:17][C:18]([CH3:21])([CH3:20])[CH3:19])=[O:16])[CH2:13][CH:14]=2)O1.C([O-])([O-])=O.[K+].[K+].Br[C:30]1[CH:35]=[C:34]([N+:36]([O-:38])=[O:37])[CH:33]=[CH:32][C:31]=1[O:39][CH3:40].O. The catalyst is CN(C=O)C. The product is [CH3:40][O:39][C:31]1[CH:32]=[CH:33][C:34]([N+:36]([O-:38])=[O:37])=[CH:35][C:30]=1[C:9]1[CH2:10][CH2:11][N:12]([C:15]([O:17][C:18]([CH3:19])([CH3:20])[CH3:21])=[O:16])[CH2:13][CH:14]=1. The yield is 0.460. (6) The reactants are Br[C:2]1[CH:7]=[CH:6][C:5]([O:8][CH3:9])=[C:4]([O:10][CH2:11][CH:12]2[CH2:14][CH2:13]2)[C:3]=1[O:15][CH2:16][O:17][CH3:18].C(=O)([O-])[O-].[Cs+].[Cs+].O.CC1(C)C(C)(C)OB([C:34]2[CH:35]=[C:36]3[C:40](=[CH:41][CH:42]=2)[C:39](=[O:43])[O:38][CH2:37]3)O1. The catalyst is CN(C)C=O.[Pd].C1(P(C2C=CC=CC=2)C2C=CC=CC=2)C=CC=CC=1.C1(P(C2C=CC=CC=2)C2C=CC=CC=2)C=CC=CC=1.C1(P(C2C=CC=CC=2)C2C=CC=CC=2)C=CC=CC=1.C1(P(C2C=CC=CC=2)C2C=CC=CC=2)C=CC=CC=1. The product is [CH:12]1([CH2:11][O:10][C:4]2[C:3]([O:15][CH2:16][O:17][CH3:18])=[C:2]([C:34]3[CH:35]=[C:36]4[C:40](=[CH:41][CH:42]=3)[C:39](=[O:43])[O:38][CH2:37]4)[CH:7]=[CH:6][C:5]=2[O:8][CH3:9])[CH2:14][CH2:13]1. The yield is 0.510. (7) The catalyst is C(O)(C(F)(F)F)=O. The product is [CH:17]([C:16]1[C:10]2[CH2:9][NH:8][CH2:13][CH2:12][C:11]=2[NH:14][N:15]=1)=[CH:18][CH2:19][CH3:20]. The reactants are C(OC([N:8]1[CH2:13][CH2:12][C:11]2[N:14](CC3C=CC(OC)=CC=3)[N:15]=[C:16]([CH:17]=[CH:18][CH2:19][CH3:20])[C:10]=2[CH2:9]1)=O)(C)(C)C. The yield is 0.897. (8) The reactants are [Cl:1][C:2]1[CH:3]=[C:4]([CH:18]=[CH:19][CH:20]=1)[CH2:5][NH:6][C:7]([C:9]1[CH:17]=[C:16]2[C:12]([CH:13]=[N:14][NH:15]2)=[CH:11][CH:10]=1)=[O:8].C(=O)([O-])[O-].[Cs+].[Cs+].Cl[CH2:28][CH2:29][C:30]1[S:34][CH:33]=[N:32][C:31]=1[CH3:35].[I-].[K+]. The catalyst is CN(C=O)C. The product is [Cl:1][C:2]1[CH:3]=[C:4]([CH:18]=[CH:19][CH:20]=1)[CH2:5][NH:6][C:7]([C:9]1[CH:10]=[CH:11][C:12]2[C:16]([CH:17]=1)=[N:15][N:14]([CH2:28][CH2:29][C:30]1[S:34][CH:33]=[N:32][C:31]=1[CH3:35])[CH:13]=2)=[O:8]. The yield is 0.0800.